This data is from Forward reaction prediction with 1.9M reactions from USPTO patents (1976-2016). The task is: Predict the product of the given reaction. (1) Given the reactants [CH:1]1([C:7]2[NH:11][C:10](=[O:12])/[C:9](=[CH:13]/[C:14]3[C:22]4[C:17](=[N:18][CH:19]=[CH:20][CH:21]=4)[NH:16][CH:15]=3)/[N:8]=2)[CH2:6][CH2:5][CH2:4][CH2:3][CH2:2]1.[CH:23]1([C:29]2[NH:33][C:32](=[O:34])[C:31](=[CH:35][C:36]3[C:44]4[C:39](=[N:40][CH:41]=[CH:42][CH:43]=4)[NH:38][CH:37]=3)[N:30]=2)[CH2:28][CH2:27][CH2:26][CH2:25][CH2:24]1, predict the reaction product. The product is: [CH:1]1([C:7]2[NH:11][C:10](=[O:12])[CH2:9][N:8]=2)[CH2:2][CH2:3][CH2:4][CH2:5][CH2:6]1.[NH:16]1[C:17]2=[N:18][CH:19]=[CH:20][CH:21]=[C:22]2[C:14]([CH:13]=[O:34])=[CH:15]1.[CH:23]1([C:29]2[NH:33][C:32](=[O:34])/[C:31](=[CH:35]/[C:36]3[C:44]4[C:39](=[N:40][CH:41]=[CH:42][CH:43]=4)[NH:38][CH:37]=3)/[N:30]=2)[CH2:24][CH2:25][CH2:26][CH2:27][CH2:28]1. (2) Given the reactants [CH3:1][O:2][C:3]1[CH:12]=[C:11]2[C:6]([C:7]([O:19][CH:20]3[CH2:37][CH:36]4[N:22]([C:23](=[O:42])[O:24][CH2:25][CH2:26][CH2:27][CH2:28][CH:29]=[CH:30][CH:31]5[C:33]([C:39]([OH:41])=O)([NH:34][C:35]4=[O:38])[CH2:32]5)[CH2:21]3)=[CH:8][C:9]([C:13]3[CH:18]=[CH:17][CH:16]=[CH:15][CH:14]=3)=[N:10]2)=[CH:5][CH:4]=1.C(N=C=NCCCN(C)C)C.[CH:54]1([S:57]([NH2:60])(=[O:59])=[O:58])[CH2:56][CH2:55]1.N12CCCN=C1CCCCC2, predict the reaction product. The product is: [CH3:1][O:2][C:3]1[CH:12]=[C:11]2[C:6]([C:7]([O:19][CH:20]3[CH2:37][CH:36]4[N:22]([C:23](=[O:42])[O:24][CH2:25][CH2:26][CH2:27][CH2:28][CH:29]=[CH:30][CH:31]5[C:33]([C:39]([NH:60][S:57]([CH:54]6[CH2:56][CH2:55]6)(=[O:59])=[O:58])=[O:41])([NH:34][C:35]4=[O:38])[CH2:32]5)[CH2:21]3)=[CH:8][C:9]([C:13]3[CH:14]=[CH:15][CH:16]=[CH:17][CH:18]=3)=[N:10]2)=[CH:5][CH:4]=1. (3) Given the reactants CO[C:3]([C:5]1[NH:6][C:7]2[C:12]([CH:13]=1)=[CH:11][C:10]([CH2:14][S:15]([CH3:18])(=[O:17])=[O:16])=[CH:9][C:8]=2[N+:19]([O-:21])=[O:20])=O.Cl.[CH3:23][O:24][C:25](=[O:40])[CH2:26][C@@H:27]([NH2:39])[CH2:28][S:29]CC1C=CC(OC)=CC=1, predict the reaction product. The product is: [CH3:23][O:24][C:25](=[O:40])[CH2:26][C@@H:27]1[CH2:28][S:29][C:3]([C:5]2[NH:6][C:7]3[C:12]([CH:13]=2)=[CH:11][C:10]([CH2:14][S:15]([CH3:18])(=[O:16])=[O:17])=[CH:9][C:8]=3[N+:19]([O-:21])=[O:20])=[N:39]1. (4) Given the reactants [Cl:1][C:2]1[C:21](I)=[CH:20][C:5]([C:6]([NH:8][C:9]2[CH:14]=[CH:13][C:12]([O:15][C:16]([F:19])([F:18])[F:17])=[CH:11][CH:10]=2)=[O:7])=[CH:4][N:3]=1.O1CCCCC1[N:29]1[C:33](B2OC(C)(C)C(C)(C)O2)=[CH:32][CH:31]=[N:30]1.[O-]P([O-])([O-])=O.[K+].[K+].[K+].C(O)(C(F)(F)F)=O, predict the reaction product. The product is: [Cl:1][C:2]1[C:21]([C:31]2[NH:30][N:29]=[CH:33][CH:32]=2)=[CH:20][C:5]([C:6]([NH:8][C:9]2[CH:14]=[CH:13][C:12]([O:15][C:16]([F:19])([F:18])[F:17])=[CH:11][CH:10]=2)=[O:7])=[CH:4][N:3]=1. (5) Given the reactants Cl[CH2:2][CH2:3][O:4][C:5]1[CH:14]=[C:13]2[C:8]([C:9]([O:15][C:16]3[CH:21]=[CH:20][C:19]([CH3:22])=[CH:18][C:17]=3[C:23]([C:25]3[CH:30]=[CH:29][CH:28]=[CH:27][CH:26]=3)=[O:24])=[CH:10][CH:11]=[N:12]2)=[CH:7][C:6]=1[O:31][CH3:32].[N:33]1([CH:38]2[CH2:43][CH2:42][NH:41][CH2:40][CH2:39]2)[CH2:37][CH2:36][CH2:35][CH2:34]1.C(=O)([O-])[O-].[K+].[K+].O, predict the reaction product. The product is: [CH3:22][C:19]1[CH:20]=[CH:21][C:16]([O:15][C:9]2[C:8]3[C:13](=[CH:14][C:5]([O:4][CH2:3][CH2:2][N:41]4[CH2:42][CH2:43][CH:38]([N:33]5[CH2:37][CH2:36][CH2:35][CH2:34]5)[CH2:39][CH2:40]4)=[C:6]([O:31][CH3:32])[CH:7]=3)[N:12]=[CH:11][CH:10]=2)=[C:17]([C:23]([C:25]2[CH:26]=[CH:27][CH:28]=[CH:29][CH:30]=2)=[O:24])[CH:18]=1. (6) Given the reactants Cl.[NH:2]1[CH2:5][CH:4]([C@H:6]([C:8]2[CH:16]=[CH:15][C:14]([C:17]([NH2:19])=[O:18])=[C:13]3[C:9]=2[CH:10]=[CH:11][NH:12]3)[CH3:7])[CH2:3]1.C(N(C(C)C)C(C)C)C.[C:29](Cl)(=[O:32])[CH:30]=[CH2:31], predict the reaction product. The product is: [C:29]([N:2]1[CH2:5][CH:4]([C@H:6]([C:8]2[CH:16]=[CH:15][C:14]([C:17]([NH2:19])=[O:18])=[C:13]3[C:9]=2[CH:10]=[CH:11][NH:12]3)[CH3:7])[CH2:3]1)(=[O:32])[CH:30]=[CH2:31]. (7) Given the reactants [F:1][C:2]1[CH:7]=[C:6]([F:8])[CH:5]=[CH:4][C:3]=1[CH:9]1[CH2:14][CH2:13][NH:12][CH2:11][CH2:10]1.[CH:15](O)=O.C=O, predict the reaction product. The product is: [F:1][C:2]1[CH:7]=[C:6]([F:8])[CH:5]=[CH:4][C:3]=1[CH:9]1[CH2:10][CH2:11][N:12]([CH3:15])[CH2:13][CH2:14]1. (8) Given the reactants [CH3:1][O:2][CH2:3][CH2:4][O:5][CH2:6][CH2:7][O:8][CH2:9][CH2:10][O:11][CH2:12][CH2:13][O:14][CH2:15][CH2:16][O:17][CH2:18][CH2:19][O:20][CH2:21][C:22]([O:24]CC)=[O:23].Cl, predict the reaction product. The product is: [CH3:1][O:2][CH2:3][CH2:4][O:5][CH2:6][CH2:7][O:8][CH2:9][CH2:10][O:11][CH2:12][CH2:13][O:14][CH2:15][CH2:16][O:17][CH2:18][CH2:19][O:20][CH2:21][C:22]([OH:24])=[O:23].